Task: Predict the reactants needed to synthesize the given product.. Dataset: Full USPTO retrosynthesis dataset with 1.9M reactions from patents (1976-2016) (1) Given the product [F:1][C:2]1[CH:3]=[C:4]([NH:5][CH:12]([C:14]2[CH:15]=[C:16]([C:31]([N:33]([CH3:35])[CH3:34])=[O:32])[CH:17]=[C:18]3[C:23]=2[O:22][C:21]([N:24]2[CH2:29][CH2:28][O:27][CH2:26][CH2:25]2)=[CH:20][C:19]3=[O:30])[CH3:13])[CH:6]=[C:7]([CH3:9])[CH:8]=1, predict the reactants needed to synthesize it. The reactants are: [F:1][C:2]1[CH:3]=[C:4]([CH:6]=[C:7]([CH3:9])[CH:8]=1)[NH2:5].Br.Br[CH:12]([C:14]1[CH:15]=[C:16]([C:31]([N:33]([CH3:35])[CH3:34])=[O:32])[CH:17]=[C:18]2[C:23]=1[O:22][C:21]([N:24]1[CH2:29][CH2:28][O:27][CH2:26][CH2:25]1)=[CH:20][C:19]2=[O:30])[CH3:13]. (2) The reactants are: [F:1][C:2]1[C:7]([F:8])=[CH:6][C:5]([CH2:9][CH2:10][OH:11])=[C:4]([O:12]C)[CH:3]=1.B(Br)(Br)Br.O. Given the product [F:8][C:7]1[C:2]([F:1])=[CH:3][C:4]([OH:12])=[C:5]([CH2:9][CH2:10][OH:11])[CH:6]=1, predict the reactants needed to synthesize it. (3) Given the product [C:18]([C:16]1[S:17][C:13]([C:9]2[CH:10]=[C:11]([Cl:12])[C:5]3[O:4][CH:3]([CH2:2][NH:1][C:37](=[O:55])/[CH:32]=[CH:33]/[C:34]4[C:24]([NH2:23])=[N:25][CH:26]=[CH:27][CH:28]=4)[CH2:7][C:6]=3[CH:8]=2)=[CH:14][CH:15]=1)(=[O:20])[CH3:19], predict the reactants needed to synthesize it. The reactants are: [NH2:1][CH2:2][CH:3]1[CH2:7][C:6]2[CH:8]=[C:9]([C:13]3[S:17][C:16]([C:18](=[O:20])[CH3:19])=[CH:15][CH:14]=3)[CH:10]=[C:11]([Cl:12])[C:5]=2[O:4]1.CC[N:23]=[C:24]=[N:25][CH2:26][CH2:27][CH2:28]N(C)C.[CH:32]1[CH:33]=[CH:34]C2N(O)N=NC=2[CH:37]=1.CCN(C(C)C)C(C)C.CN(C=[O:55])C.